Dataset: Catalyst prediction with 721,799 reactions and 888 catalyst types from USPTO. Task: Predict which catalyst facilitates the given reaction. (1) Reactant: [C:1]12([CH:11]([NH:16][C:17]3[C:22]([F:23])=[CH:21][N:20]=[C:19]([C:24]4[C:32]5[C:27](=[N:28][CH:29]=[C:30](F)[CH:31]=5)[NH:26][CH:25]=4)[N:18]=3)[CH2:12][C:13]([OH:15])=[O:14])[CH2:10][CH:5]3[CH2:6][CH:7]([CH2:9][CH:3]([CH2:4]3)[CH2:2]1)[CH2:8]2.[Cl:34]C1C=C2C(B3OC(C)(C)C(C)(C)O3)=CN(S(C3C=CC(C)=CC=3)(=O)=O)C2=NC=1.FC1C=C2C(B3OC(C)(C)C(C)(C)O3)=CN(S(C3C=CC(C)=CC=3)(=O)=O)C2=NC=1.C(O)=O. Product: [C:1]12([CH:11]([NH:16][C:17]3[C:22]([F:23])=[CH:21][N:20]=[C:19]([C:24]4[C:32]5[C:27](=[N:28][CH:29]=[C:30]([Cl:34])[CH:31]=5)[NH:26][CH:25]=4)[N:18]=3)[CH2:12][C:13]([OH:15])=[O:14])[CH2:10][CH:5]3[CH2:6][CH:7]([CH2:9][CH:3]([CH2:4]3)[CH2:2]1)[CH2:8]2. The catalyst class is: 10. (2) Reactant: [NH2:1][C@H:2]1[CH2:6][CH2:5][CH2:4][C@H:3]1[NH:7]C(=O)OC(C)(C)C.CCN(C(C)C)C(C)C.[Cl:24][C:25]1[O:26][C:27]2[CH:33]=[CH:32][CH:31]=[CH:30][C:28]=2[N:29]=1. Product: [ClH:24].[O:26]1[C:27]2[CH:33]=[CH:32][CH:31]=[CH:30][C:28]=2[N:29]=[C:25]1[NH:1][C@H:2]1[CH2:6][CH2:5][CH2:4][C@H:3]1[NH2:7]. The catalyst class is: 10. (3) Product: [F:12][C:13]1[C:18]([F:19])=[CH:17][CH:16]=[CH:15][C:14]=1[S:20]([NH:1][C:2]1[CH:7]=[CH:6][CH:5]=[CH:4][C:3]=1[S:8](=[O:9])(=[O:10])[NH2:11])(=[O:22])=[O:21]. The catalyst class is: 17. Reactant: [NH2:1][C:2]1[CH:7]=[CH:6][CH:5]=[CH:4][C:3]=1[S:8]([NH2:11])(=[O:10])=[O:9].[F:12][C:13]1[C:18]([F:19])=[CH:17][CH:16]=[CH:15][C:14]=1[S:20](Cl)(=[O:22])=[O:21].